From a dataset of Full USPTO retrosynthesis dataset with 1.9M reactions from patents (1976-2016). Predict the reactants needed to synthesize the given product. (1) Given the product [CH2:32]([NH:34][C:35]1[CH:40]=[CH:39][C:38]([S:41]([C:44]([F:45])([F:46])[F:47])(=[O:42])=[O:43])=[CH:37][C:36]=1[NH:48][C:12](=[O:14])[CH2:11][C:8]1[CH:7]=[CH:6][C:5]([S:2]([CH3:1])(=[O:3])=[O:4])=[CH:10][CH:9]=1)[CH3:33], predict the reactants needed to synthesize it. The reactants are: [CH3:1][S:2]([C:5]1[CH:10]=[CH:9][C:8]([CH2:11][C:12]([OH:14])=O)=[CH:7][CH:6]=1)(=[O:4])=[O:3].ON1C2C=CC=CC=2N=N1.C(N(CC)CC)C.[CH2:32]([NH:34][C:35]1[C:36]([NH2:48])=[CH:37][C:38]([S:41]([C:44]([F:47])([F:46])[F:45])(=[O:43])=[O:42])=[CH:39][CH:40]=1)[CH3:33]. (2) Given the product [Br:34][C:30]1[CH:29]=[C:28]([C:26]2[CH2:25][C:24](=[O:35])[NH:23][C:9]3[CH:10]=[C:11]([C:19]([F:22])([F:21])[F:20])[C:12]([NH:14][CH2:15][CH:16]([CH3:17])[CH3:18])=[CH:13][C:8]=3[N:7]=2)[CH:33]=[CH:32][CH:31]=1, predict the reactants needed to synthesize it. The reactants are: C(OC(=O)[NH:7][C:8]1[CH:13]=[C:12]([NH:14][CH2:15][CH:16]([CH3:18])[CH3:17])[C:11]([C:19]([F:22])([F:21])[F:20])=[CH:10][C:9]=1[NH:23][C:24](=[O:35])[CH2:25][C:26]([C:28]1[CH:33]=[CH:32][CH:31]=[C:30]([Br:34])[CH:29]=1)=O)(C)(C)C.C(O)(C(F)(F)F)=O. (3) Given the product [Cl:3][CH2:6][C:10]1[C:1]([O:2][CH3:16])=[N:7][N:8]([CH3:15])[C:9]=1[C:11]([F:12])([F:13])[F:14], predict the reactants needed to synthesize it. The reactants are: [CH2:1]=[O:2].[ClH:3].CO[C:6]1[CH:10]=[C:9]([C:11]([F:14])([F:13])[F:12])[N:8]([CH3:15])[N:7]=1.[C:16](=O)([O-])[O-].[K+].[K+]. (4) Given the product [Si:5]([O:6][CH2:7][CH2:8][N:9]([C:39]#[N:38])[C:10]1[CH:11]=[CH:12][C:13]([NH:16][C:17]([C:19]2[CH:24]=[CH:23][C:22]([O:25][CH3:26])=[CH:21][C:20]=2[NH:27][C:28]([C:30]2[S:31][C:32]([Cl:35])=[CH:33][CH:34]=2)=[O:29])=[O:18])=[CH:14][CH:15]=1)([C:1]([CH3:2])([CH3:4])[CH3:3])([CH3:37])[CH3:36], predict the reactants needed to synthesize it. The reactants are: [C:1]([Si:5]([CH3:37])([CH3:36])[O:6][CH2:7][CH2:8][NH:9][C:10]1[CH:15]=[CH:14][C:13]([NH:16][C:17]([C:19]2[CH:24]=[CH:23][C:22]([O:25][CH3:26])=[CH:21][C:20]=2[NH:27][C:28]([C:30]2[S:31][C:32]([Cl:35])=[CH:33][CH:34]=2)=[O:29])=[O:18])=[CH:12][CH:11]=1)([CH3:4])([CH3:3])[CH3:2].[N:38]#[C:39]Br.C(=O)(O)[O-].[Na+]. (5) The reactants are: [CH2:1]([O:3][C:4]1[CH:5]=[C:6]([C:13]2[O:17][N:16]=[C:15]([C:18]3[CH:23]=[CH:22][C:21]([O:24]C(C)C)=[C:20]([I:28])[CH:19]=3)[N:14]=2)[CH:7]=[CH:8][C:9]=1[O:10][CH2:11][CH3:12])[CH3:2].ClC1C=C(C2ON=C(C3C=CC(OC(C)C)=C(I)C=3)N=2)C=CC=1OCCC. Given the product [CH2:1]([O:3][C:4]1[CH:5]=[C:6]([C:13]2[O:17][N:16]=[C:15]([C:18]3[CH:23]=[CH:22][C:21]([OH:24])=[C:20]([I:28])[CH:19]=3)[N:14]=2)[CH:7]=[CH:8][C:9]=1[O:10][CH2:11][CH3:12])[CH3:2], predict the reactants needed to synthesize it.